Dataset: Reaction yield outcomes from USPTO patents with 853,638 reactions. Task: Predict the reaction yield, written as a fraction of the theoretical maximum amount of product (1.0 means a 100% yield; for example, 0.34 means a 34% yield). (1) The reactants are [F:1][C:2]1([F:26])[CH2:7][CH2:6][CH:5]([CH2:8][N:9]2[C:17]3[C:12](=[N:13][CH:14]=[C:15]([C:18]4[C:19]([CH3:24])=[N:20][O:21][C:22]=4[CH3:23])[CH:16]=3)[C:11](I)=[CH:10]2)[CH2:4][CH2:3]1.C(#N)C.CC1(C)C(C)(C)OB([C:38]2[CH:47]=[CH:46][C:41]([C:42]([O:44][CH3:45])=[O:43])=[CH:40][CH:39]=2)O1.C(=O)([O-])[O-].[K+].[K+]. The catalyst is O.O.Cl.C1C=CC(P(C2C=CC=CC=2)[C-]2C=CC=C2)=CC=1.C1C=CC(P(C2C=CC=CC=2)[C-]2C=CC=C2)=CC=1.Cl[Pd]Cl.[Fe+2]. The product is [F:1][C:2]1([F:26])[CH2:7][CH2:6][CH:5]([CH2:8][N:9]2[C:17]3[C:12](=[N:13][CH:14]=[C:15]([C:18]4[C:19]([CH3:24])=[N:20][O:21][C:22]=4[CH3:23])[CH:16]=3)[C:11]([C:38]3[CH:47]=[CH:46][C:41]([C:42]([O:44][CH3:45])=[O:43])=[CH:40][CH:39]=3)=[CH:10]2)[CH2:4][CH2:3]1. The yield is 0.430. (2) The reactants are [NH2:1][C:2]1[CH:6]=[CH:5][S:4][C:3]=1[C:7]([O:9]C)=O.[CH2:11]([O:13][C:14](=[O:17])[C:15]#[N:16])[CH3:12].Cl. The catalyst is C(O)(=O)C. The product is [OH:9][C:7]1[C:3]2[S:4][CH:5]=[CH:6][C:2]=2[N:1]=[C:15]([C:14]([O:13][CH2:11][CH3:12])=[O:17])[N:16]=1. The yield is 0.610. (3) The reactants are [F:1][C:2]1[CH:7]=[CH:6][C:5]([F:8])=[CH:4][C:3]=1[C:9](=O)[CH3:10].[NH2:12][C:13]([NH2:15])=[S:14]. No catalyst specified. The product is [NH2:15][C:13]1[S:14][CH:10]=[C:9]([C:3]2[CH:4]=[C:5]([F:8])[CH:6]=[CH:7][C:2]=2[F:1])[N:12]=1. The yield is 0.778. (4) The reactants are [CH3:1][O:2][C:3]1[CH:9]=[CH:8][C:6]([NH2:7])=[C:5]([N+:10]([O-:12])=[O:11])[CH:4]=1.[C:13]([C:17]1[CH:25]=[CH:24][C:20]([C:21](Cl)=[O:22])=[CH:19][CH:18]=1)([CH3:16])([CH3:15])[CH3:14]. No catalyst specified. The product is [CH3:1][O:2][C:3]1[CH:9]=[CH:8][C:6]([NH:7][C:21](=[O:22])[C:20]2[CH:24]=[CH:25][C:17]([C:13]([CH3:15])([CH3:14])[CH3:16])=[CH:18][CH:19]=2)=[C:5]([N+:10]([O-:12])=[O:11])[CH:4]=1. The yield is 1.00. (5) The reactants are C(OC([N:8]1[CH2:20][CH:11]2[C:12]3[N:17]([CH2:18][CH:10]2[CH2:9]1)[C:16](=[O:19])[CH:15]=[CH:14][CH:13]=3)=O)(C)(C)C.Cl. The catalyst is CO.C(OCC)(=O)C.CO. The product is [CH2:9]1[CH:10]2[CH2:18][N:17]3[C:12]([CH:11]2[CH2:20][NH:8]1)=[CH:13][CH:14]=[CH:15][C:16]3=[O:19]. The yield is 1.00. (6) The reactants are [C:1]([O:5][C:6]([NH:8][C:9]([CH3:29])([CH3:28])[CH2:10][C:11]1[C:19]2[C:14](=[C:15](OS(C(F)(F)F)(=O)=O)[CH:16]=[CH:17][CH:18]=2)[NH:13][CH:12]=1)=[O:7])([CH3:4])([CH3:3])[CH3:2].[C:30]([O:34][CH3:35])(=[O:33])[CH:31]=[CH2:32].C(N(CC)CC)C.C(OCC)(=O)C. The catalyst is CN(C)C=O.[Cl-].[Na+].O.Cl[Pd](Cl)([P](C1C=CC=CC=1)(C1C=CC=CC=1)C1C=CC=CC=1)[P](C1C=CC=CC=1)(C1C=CC=CC=1)C1C=CC=CC=1. The product is [CH3:35][O:34][C:30](=[O:33])[CH:31]=[CH:32][C:15]1[CH:16]=[CH:17][CH:18]=[C:19]2[C:14]=1[NH:13][CH:12]=[C:11]2[CH2:10][C:9]([NH:8][C:6]([O:5][C:1]([CH3:4])([CH3:3])[CH3:2])=[O:7])([CH3:29])[CH3:28]. The yield is 0.820. (7) The reactants are [NH:1]1[C:9]2[C:4](=[CH:5][CH:6]=[CH:7][C:8]=2[CH2:10][CH2:11][C:12]2[CH:21]=[CH:20][C:15]([C:16]([O:18][CH3:19])=[O:17])=[CH:14][CH:13]=2)[CH2:3][CH2:2]1.BrC1C=CC=C2C=1CN([CH2:32][CH2:33][C:34]1[CH:39]=[CH:38][CH:37]=[C:36]([O:40][CH3:41])[CH:35]=1)C2.C(C1C=CC(C(OC)=O)=CC=1)=C. No catalyst specified. The product is [CH3:41][O:40][C:36]1[CH:35]=[C:34]([CH:39]=[CH:38][CH:37]=1)[CH2:33][CH2:32][N:1]1[CH2:2][C:3]2[C:4](=[CH:5][CH:6]=[CH:7][C:8]=2[CH2:10][CH2:11][C:12]2[CH:13]=[CH:14][C:15]([C:16]([O:18][CH3:19])=[O:17])=[CH:20][CH:21]=2)[CH2:9]1. The yield is 0.590. (8) The reactants are [CH3:1][O:2][C:3]1[C:7]2[C:8](=[O:25])[N:9]([CH2:16][C:17](=[O:24])[C:18]3[CH:23]=[CH:22][CH:21]=[CH:20][CH:19]=3)[C:10]3[CH:11]=[CH:12][CH:13]=[CH:14][C:15]=3[C:6]=2[N:5]([CH3:26])[C:4]=1[C:27]([NH:29][CH:30]1[CH2:35][CH2:34][N:33](C(OC(C)(C)C)=O)[CH2:32][CH2:31]1)=[O:28].FC(F)(F)C(O)=O. No catalyst specified. The product is [CH3:1][O:2][C:3]1[C:7]2[C:8](=[O:25])[N:9]([CH2:16][C:17](=[O:24])[C:18]3[CH:23]=[CH:22][CH:21]=[CH:20][CH:19]=3)[C:10]3[CH:11]=[CH:12][CH:13]=[CH:14][C:15]=3[C:6]=2[N:5]([CH3:26])[C:4]=1[C:27]([NH:29][CH:30]1[CH2:31][CH2:32][NH:33][CH2:34][CH2:35]1)=[O:28]. The yield is 0.850.